This data is from Peptide-MHC class I binding affinity with 185,985 pairs from IEDB/IMGT. The task is: Regression. Given a peptide amino acid sequence and an MHC pseudo amino acid sequence, predict their binding affinity value. This is MHC class I binding data. (1) The peptide sequence is SASSGKLGL. The MHC is HLA-B07:02 with pseudo-sequence HLA-B07:02. The binding affinity (normalized) is 0.0408. (2) The peptide sequence is KAACWWAGI. The MHC is HLA-A02:01 with pseudo-sequence HLA-A02:01. The binding affinity (normalized) is 0.480. (3) The binding affinity (normalized) is 0.0847. The MHC is HLA-A01:01 with pseudo-sequence HLA-A01:01. The peptide sequence is AAPLMQSLY. (4) The peptide sequence is ILSNKLLYA. The MHC is HLA-A02:03 with pseudo-sequence HLA-A02:03. The binding affinity (normalized) is 1.00. (5) The peptide sequence is LYRYIQWLR. The MHC is HLA-B35:01 with pseudo-sequence HLA-B35:01. The binding affinity (normalized) is 0.0847.